Dataset: Forward reaction prediction with 1.9M reactions from USPTO patents (1976-2016). Task: Predict the product of the given reaction. (1) Given the reactants Br[C:2]1[CH:3]=[C:4]([CH:7]=[CH:8][C:9]=1[O:10][CH3:11])[C:5]#[N:6].[CH:12]([C:14]1[CH:15]=[C:16](B(O)O)[CH:17]=[CH:18][CH:19]=1)=[O:13], predict the reaction product. The product is: [CH:12]([C:14]1[CH:19]=[C:18]([C:2]2[C:9]([O:10][CH3:11])=[CH:8][CH:7]=[C:4]([C:5]#[N:6])[CH:3]=2)[CH:17]=[CH:16][CH:15]=1)=[O:13]. (2) Given the reactants [NH2:1][C:2]1[C:11]2[C:6](=[CH:7][CH:8]=[CH:9][C:10]=2[CH2:12][CH2:13][CH:14]2[CH2:19][CH2:18][CH2:17][CH2:16][CH2:15]2)[N:5]=[C:4]([CH2:20][C:21]([O:23]CC)=[O:22])[C:3]=1[C:26]([O:28]CC)=[O:27], predict the reaction product. The product is: [NH2:1][C:2]1[C:11]2[C:6](=[CH:7][CH:8]=[CH:9][C:10]=2[CH2:12][CH2:13][CH:14]2[CH2:19][CH2:18][CH2:17][CH2:16][CH2:15]2)[N:5]=[C:4]([CH2:20][C:21]([OH:23])=[O:22])[C:3]=1[C:26]([OH:28])=[O:27]. (3) Given the reactants [OH:1][C:2]1[CH:7]=[CH:6][C:5]([CH:8]2[CH2:13][CH2:12][N:11]([C:14]([O:16][C:17]([CH3:20])([CH3:19])[CH3:18])=[O:15])[CH2:10][CH:9]2[O:21][CH2:22][C:23]2[CH:32]=[C:31]3[C:26]([CH2:27][CH2:28][C:29](=[O:38])[N:30]3[CH2:33][CH2:34][CH2:35][O:36][CH3:37])=[CH:25][CH:24]=2)=[CH:4][CH:3]=1.Br[CH2:40][CH2:41][CH2:42][CH2:43][O:44][C:45]1[C:50]([CH3:51])=[CH:49][CH:48]=[CH:47][C:46]=1[O:52][CH3:53], predict the reaction product. The product is: [CH3:53][O:52][C:46]1[CH:47]=[CH:48][CH:49]=[C:50]([CH3:51])[C:45]=1[O:44][CH2:43][CH2:42][CH2:41][CH2:40][O:1][C:2]1[CH:7]=[CH:6][C:5]([CH:8]2[CH2:13][CH2:12][N:11]([C:14]([O:16][C:17]([CH3:19])([CH3:20])[CH3:18])=[O:15])[CH2:10][CH:9]2[O:21][CH2:22][C:23]2[CH:32]=[C:31]3[C:26]([CH2:27][CH2:28][C:29](=[O:38])[N:30]3[CH2:33][CH2:34][CH2:35][O:36][CH3:37])=[CH:25][CH:24]=2)=[CH:4][CH:3]=1. (4) Given the reactants F[C:2]1[CH:17]=[CH:16][CH:15]=[CH:14][C:3]=1[C:4]([C:6]1[O:10][C:9]([C:11]([OH:13])=[O:12])=[CH:8][CH:7]=1)=O.C([NH:26][NH2:27])(=O)C1C=CC=CC=1.CC(C)([O-])C.[K+], predict the reaction product. The product is: [C:11]([C:9]1[O:10][C:6]([C:4]2[C:3]3[C:2](=[CH:17][CH:16]=[CH:15][CH:14]=3)[NH:27][N:26]=2)=[CH:7][CH:8]=1)([OH:13])=[O:12]. (5) Given the reactants [N:1]1[CH:6]=[C:5]([C:7]#[N:8])[CH:4]=[N:3][CH:2]=1.[CH3:9][O-:10].[Na+], predict the reaction product. The product is: [CH3:9][O:10][C:7]([C:5]1[CH:6]=[N:1][CH:2]=[N:3][CH:4]=1)=[NH:8]. (6) Given the reactants [ClH:1].Cl.[NH2:3][C:4]1[CH:25]=[CH:24][C:7]([C:8]([NH:10][C:11]2[CH:16]=[CH:15][CH:14]=[C:13](/[C:17](=[N:19]/[N:20]=[C:21]([NH2:23])[NH2:22])/[CH3:18])[CH:12]=2)=[O:9])=[CH:6][CH:5]=1.CCO.[Cl:29][C:30]1[C:39]2[C:34](=[CH:35][CH:36]=[CH:37][CH:38]=2)[N:33]=[CH:32][CH:31]=1.Cl, predict the reaction product. The product is: [ClH:29].[ClH:1].[NH2:22][C:21](=[N:20]/[N:19]=[C:17](/[C:13]1[CH:12]=[C:11]([NH:10][C:8](=[O:9])[C:7]2[CH:6]=[CH:5][C:4]([NH:3][C:30]3[C:39]4[C:34](=[CH:35][CH:36]=[CH:37][CH:38]=4)[N:33]=[CH:32][CH:31]=3)=[CH:25][CH:24]=2)[CH:16]=[CH:15][CH:14]=1)\[CH3:18])[NH2:23]. (7) Given the reactants [NH2:1][C:2]1[S:3][CH:4]=[C:5]([CH2:7][C:8]([NH2:10])=O)[N:6]=1.P(Cl)(Cl)(Cl)=O, predict the reaction product. The product is: [NH2:1][C:2]1[S:3][CH:4]=[C:5]([CH2:7][C:8]#[N:10])[N:6]=1. (8) Given the reactants C(N(CC)CC)C.Cl.[CH:9]([N:22]1[CH2:25][C:24]([CH3:27])([OH:26])[CH2:23]1)([C:16]1[CH:21]=[CH:20][CH:19]=[CH:18][CH:17]=1)[C:10]1[CH:15]=[CH:14][CH:13]=[CH:12][CH:11]=1.[CH3:28][S:29](Cl)(=[O:31])=[O:30], predict the reaction product. The product is: [CH:9]([N:22]1[CH2:25][C:24]([O:26][S:29]([CH3:28])(=[O:31])=[O:30])([CH3:27])[CH2:23]1)([C:16]1[CH:21]=[CH:20][CH:19]=[CH:18][CH:17]=1)[C:10]1[CH:11]=[CH:12][CH:13]=[CH:14][CH:15]=1. (9) Given the reactants [NH2:1][C:2]1[N:3]([CH3:21])[C:4](=[O:20])[C@:5]2([N:19]=1)[C:14]1[C:9](=[CH:10][CH:11]=[C:12](Br)[CH:13]=1)[CH2:8][C@@:7]([CH2:17][OH:18])([CH3:16])[CH2:6]2.[Cl:22][C:23]1[CH:24]=[C:25](B(O)O)[CH:26]=[N:27][CH:28]=1, predict the reaction product. The product is: [NH2:1][C:2]1[N:3]([CH3:21])[C:4](=[O:20])[C@:5]2([N:19]=1)[C:14]1[C:9](=[CH:10][CH:11]=[C:12]([C:25]3[CH:26]=[N:27][CH:28]=[C:23]([Cl:22])[CH:24]=3)[CH:13]=1)[CH2:8][C@@:7]([CH2:17][OH:18])([CH3:16])[CH2:6]2.